Dataset: Reaction yield outcomes from USPTO patents with 853,638 reactions. Task: Predict the reaction yield, written as a fraction of the theoretical maximum amount of product (1.0 means a 100% yield; for example, 0.34 means a 34% yield). (1) The reactants are B(F)(F)F.CCOCC.C([NH2:13])(=O)C.[C:14]([C:18]1[CH:58]=[CH:57][C:21]([C:22]([NH:24][C@H:25]([C:53]([O:55][CH3:56])=[O:54])[CH2:26][C:27]2[CH:52]=[CH:51][C:30]([C:31]([O:33][CH2:34][C:35]([C:37]3[CH:42]=[CH:41][C:40]([O:43][CH2:44][CH2:45][CH2:46][CH2:47][CH2:48][CH2:49][CH3:50])=[CH:39][CH:38]=3)=O)=O)=[CH:29][CH:28]=2)=[O:23])=[CH:20][CH:19]=1)([CH3:17])([CH3:16])[CH3:15]. The catalyst is CC(=O)OCC. The product is [C:14]([C:18]1[CH:58]=[CH:57][C:21]([C:22]([NH:24][C@@H:25]([CH2:26][C:27]2[CH:52]=[CH:51][C:30]([C:31]3[O:33][CH:34]=[C:35]([C:37]4[CH:42]=[CH:41][C:40]([O:43][CH2:44][CH2:45][CH2:46][CH2:47][CH2:48][CH2:49][CH3:50])=[CH:39][CH:38]=4)[N:13]=3)=[CH:29][CH:28]=2)[C:53]([O:55][CH3:56])=[O:54])=[O:23])=[CH:20][CH:19]=1)([CH3:17])([CH3:16])[CH3:15]. The yield is 0.160. (2) The reactants are [C:1]1([CH3:17])[CH:6]=[CH:5][C:4]([C:7]2[S:8][C:9]3[CH:15]=[CH:14][C:13]([NH2:16])=[CH:12][C:10]=3[N:11]=2)=[CH:3][CH:2]=1.[C:18](Cl)(=[O:22])[CH2:19][CH2:20][CH3:21].C(OCC)(=O)C. The catalyst is N1C=CC=CC=1. The product is [C:1]1([CH3:17])[CH:2]=[CH:3][C:4]([C:7]2[S:8][C:9]3[CH:15]=[CH:14][C:13]([NH:16][C:18](=[O:22])[CH2:19][CH2:20][CH3:21])=[CH:12][C:10]=3[N:11]=2)=[CH:5][CH:6]=1. The yield is 0.180. (3) The reactants are C[O:2][C:3](=[O:14])[C:4]1[CH:9]=[CH:8][CH:7]=[C:6]([C:10](=[NH:13])[NH:11][OH:12])[CH:5]=1.C(N(C(C)C)CC)(C)C.[F:24][C:25]1[CH:33]=[CH:32][CH:31]=[CH:30][C:26]=1[C:27](Cl)=O. The catalyst is C1COCC1. The product is [F:24][C:25]1[CH:33]=[CH:32][CH:31]=[CH:30][C:26]=1[C:27]1[O:12][N:11]=[C:10]([C:6]2[CH:5]=[C:4]([CH:9]=[CH:8][CH:7]=2)[C:3]([OH:2])=[O:14])[N:13]=1. The yield is 0.830. (4) The reactants are [CH3:1][NH:2][C:3]([C:5]1[C:9]2[CH:10]=[C:11](B3OC(C)(C)C(C)(C)O3)[C:12]([N:14]([CH3:19])[S:15]([CH3:18])(=[O:17])=[O:16])=[CH:13][C:8]=2[O:7][C:6]=1[N:29]1[CH2:34][CH2:33][O:32][CH2:31][CH2:30]1)=[O:4].Cl[C:36]1[CH:37]=[CH:38][C:39]2[O:52][CH2:51][N:42]3[C:43]4[CH:44]=[CH:45][CH:46]=[C:47]([F:50])[C:48]=4[CH:49]=[C:41]3[C:40]=2[N:53]=1.C([O-])([O-])=O.[Na+].[Na+]. The catalyst is O1CCOCC1.O.C1C=CC(P(C2C=CC=CC=2)[C-]2C=CC=C2)=CC=1.C1C=CC(P(C2C=CC=CC=2)[C-]2C=CC=C2)=CC=1.Cl[Pd]Cl.[Fe+2]. The product is [F:50][C:47]1[C:48]2[CH:49]=[C:41]3[C:40]4[N:53]=[C:36]([C:11]5[C:12]([N:14]([CH3:19])[S:15]([CH3:18])(=[O:16])=[O:17])=[CH:13][C:8]6[O:7][C:6]([N:29]7[CH2:34][CH2:33][O:32][CH2:31][CH2:30]7)=[C:5]([C:3]([NH:2][CH3:1])=[O:4])[C:9]=6[CH:10]=5)[CH:37]=[CH:38][C:39]=4[O:52][CH2:51][N:42]3[C:43]=2[CH:44]=[CH:45][CH:46]=1. The yield is 0.100. (5) The catalyst is O.CN(C=O)C. The reactants are [CH2:1]([O:8][C:9]1[CH:10]=[N:11][CH:12]=[C:13]([CH:17]=1)[C:14]([OH:16])=O)[C:2]1[CH:7]=[CH:6][CH:5]=[CH:4][CH:3]=1.CN(C(ON1N=NC2C=CC=CC1=2)=[N+](C)C)C.F[P-](F)(F)(F)(F)F.CCN(C(C)C)C(C)C.[NH:51]1[CH:55]=[CH:54][N:53]=[C:52]1[NH:56][C:57]([C:59]1[C:67]2[NH:66][C:65]([NH2:68])=[N:64][C:63]=2[CH:62]=[CH:61][CH:60]=1)=[O:58]. The product is [NH:53]1[CH:54]=[CH:55][N:51]=[C:52]1[NH:56][C:57]([C:59]1[C:67]2[N:66]=[C:65]([NH:68][C:14]([C:13]3[CH:12]=[N:11][CH:10]=[C:9]([O:8][CH2:1][C:2]4[CH:3]=[CH:4][CH:5]=[CH:6][CH:7]=4)[CH:17]=3)=[O:16])[NH:64][C:63]=2[CH:62]=[CH:61][CH:60]=1)=[O:58]. The yield is 0.100. (6) The reactants are Cl[CH2:2][C:3]([CH3:17])([CH3:16])[C:4]([C:6]1[CH:11]=[CH:10][C:9]([O:12][CH3:13])=[C:8]([O:14][CH3:15])[CH:7]=1)=O.O.[NH2:19][NH2:20]. The catalyst is CCO. The product is [CH3:15][O:14][C:8]1[CH:7]=[C:6]([C:4]2[C:3]([CH3:17])([CH3:16])[CH2:2][NH:20][N:19]=2)[CH:11]=[CH:10][C:9]=1[O:12][CH3:13]. The yield is 1.00. (7) The product is [NH2:29][C:24]1[CH:25]=[N:26][CH:27]=[CH:28][C:23]=1[C:12]1[CH2:11][CH2:10][CH:9]([O:8][Si:1]([C:4]([CH3:7])([CH3:5])[CH3:6])([CH3:3])[CH3:2])[CH:14]([NH:15][C:16](=[O:22])[O:17][C:18]([CH3:21])([CH3:20])[CH3:19])[CH:13]=1. The catalyst is CC(O)=O.[Fe]. The reactants are [Si:1]([O:8][CH:9]1[CH:14]([NH:15][C:16](=[O:22])[O:17][C:18]([CH3:21])([CH3:20])[CH3:19])[CH:13]=[C:12]([C:23]2[CH:28]=[CH:27][N:26]=[CH:25][C:24]=2[N+:29]([O-])=O)[CH2:11][CH2:10]1)([C:4]([CH3:7])([CH3:6])[CH3:5])([CH3:3])[CH3:2].CO. The yield is 0.940.